From a dataset of Catalyst prediction with 721,799 reactions and 888 catalyst types from USPTO. Predict which catalyst facilitates the given reaction. (1) Reactant: [NH2:1][C:2]1[CH:10]=[CH:9][C:5]2[N:6]=[CH:7][S:8][C:4]=2[CH:3]=1.[Cl:11]Cl.CCOC(C)=O.CCCCCC. Product: [Cl:11][C:3]1[C:4]2[S:8][CH:7]=[N:6][C:5]=2[CH:9]=[CH:10][C:2]=1[NH2:1]. The catalyst class is: 25. (2) The catalyst class is: 1. Product: [F:3][C:4]1[CH:5]=[C:6]([C:12]2[CH:17]=[CH:16][C:15]([C:18]([OH:20])=[O:19])=[C:14]([N+:22]([O-:24])=[O:23])[CH:13]=2)[CH:7]=[CH:8][C:9]=1[O:10][CH3:11]. Reactant: [OH-].[Li+].[F:3][C:4]1[CH:5]=[C:6]([C:12]2[CH:17]=[CH:16][C:15]([C:18]([O:20]C)=[O:19])=[C:14]([N+:22]([O-:24])=[O:23])[CH:13]=2)[CH:7]=[CH:8][C:9]=1[O:10][CH3:11].CO.O. (3) Reactant: [CH3:1][C:2]1([CH3:28])[CH2:5][CH:4]([CH:6]([NH:16][C:17]2[CH:18]=[N:19][C:20]3[C:25]([CH:26]=2)=[CH:24][C:23]([F:27])=[CH:22][CH:21]=3)[C:7]2[CH:15]=[CH:14][C:10]([C:11](O)=[O:12])=[CH:9][CH:8]=2)[CH2:3]1.Cl.[CH2:30]([O:32][C:33](=[O:37])[CH2:34][CH2:35][NH2:36])[CH3:31].ON1C2N=CC=CC=2N=N1.Cl.C(N=C=NCCCN(C)C)C.C(N(CC)CC)C. Product: [CH3:1][C:2]1([CH3:28])[CH2:3][CH:4]([CH:6]([NH:16][C:17]2[CH:18]=[N:19][C:20]3[C:25]([CH:26]=2)=[CH:24][C:23]([F:27])=[CH:22][CH:21]=3)[C:7]2[CH:15]=[CH:14][C:10]([C:11]([NH:36][CH2:35][CH2:34][C:33]([O:32][CH2:30][CH3:31])=[O:37])=[O:12])=[CH:9][CH:8]=2)[CH2:5]1. The catalyst class is: 2.